Dataset: Full USPTO retrosynthesis dataset with 1.9M reactions from patents (1976-2016). Task: Predict the reactants needed to synthesize the given product. (1) Given the product [F:35][C:34]([F:36])([F:37])[C:30]1[CH:29]=[C:28]([NH:25][C:26]([N:3]2[CH2:4][CH2:5][S:1][C:2]2=[N:6][CH:7]([C:17]2[CH:22]=[CH:21][CH:20]=[C:19]([Cl:23])[C:18]=2[Cl:24])[CH2:8][C:9]2[CH:10]=[C:11]([CH3:16])[CH:12]=[C:13]([CH3:15])[CH:14]=2)=[S:27])[CH:33]=[CH:32][CH:31]=1, predict the reactants needed to synthesize it. The reactants are: [S:1]1[CH2:5][CH2:4][N:3]=[C:2]1[NH:6][CH:7]([C:17]1[CH:22]=[CH:21][CH:20]=[C:19]([Cl:23])[C:18]=1[Cl:24])[CH2:8][C:9]1[CH:14]=[C:13]([CH3:15])[CH:12]=[C:11]([CH3:16])[CH:10]=1.[N:25]([C:28]1[CH:33]=[CH:32][CH:31]=[C:30]([C:34]([F:37])([F:36])[F:35])[CH:29]=1)=[C:26]=[S:27]. (2) Given the product [N+:14]([C:11]1[CH:12]=[CH:13][C:8]([C:5]2[CH:6]=[CH:7][C:2]([B:17]3[O:19][C:28]([CH3:33])([CH3:29])[C:26]([CH3:27])([CH3:25])[O:18]3)=[CH:3][CH:4]=2)=[N:9][CH:10]=1)([O-:16])=[O:15], predict the reactants needed to synthesize it. The reactants are: Cl[C:2]1[CH:7]=[CH:6][C:5]([C:8]2[CH:13]=[CH:12][C:11]([N+:14]([O-:16])=[O:15])=[CH:10][N:9]=2)=[CH:4][CH:3]=1.[BH:17]([O-:19])[O-:18].C([O-])(=O)C.[K+].[CH3:25][CH:26]([C:28]1[CH:33]=C(C(C)C)C(C2C=CC=CC=2P(C2CCCCC2)C2CCCCC2)=C(C(C)C)[CH:29]=1)[CH3:27]. (3) Given the product [OH:26][CH:14]([CH:11]1[CH2:12][CH2:13][N:8]([C:6]([OH:7])=[O:5])[CH2:9][CH2:10]1)[CH2:15][CH2:16][CH2:17][C:18]1[CH:19]=[CH:20][C:21]([S:24][CH3:25])=[CH:22][CH:23]=1, predict the reactants needed to synthesize it. The reactants are: C([O:5][C:6]([N:8]1[CH2:13][CH2:12][CH:11]([C:14](=[O:26])[CH2:15][CH2:16][CH2:17][C:18]2[CH:23]=[CH:22][C:21]([S:24][CH3:25])=[CH:20][CH:19]=2)[CH2:10][CH2:9]1)=[O:7])(C)(C)C.[BH4-].[Na+]. (4) Given the product [F:1][C:2]([F:30])([F:29])[C:3]1[CH:8]=[C:7]([C:9]([F:12])([F:11])[F:10])[CH:6]=[CH:5][C:4]=1[C:13]1[CH:17]=[C:16]([CH2:18][N:19]2[CH:24]=[C:23]3[N:25]=[C:26]([C:32]4[O:31][CH:35]=[CH:34][CH:33]=4)[N:27]=[C:22]3[CH:21]=[N:20]2)[O:15][N:14]=1, predict the reactants needed to synthesize it. The reactants are: [F:1][C:2]([F:30])([F:29])[C:3]1[CH:8]=[C:7]([C:9]([F:12])([F:11])[F:10])[CH:6]=[CH:5][C:4]=1[C:13]1[CH:17]=[C:16]([CH2:18][N:19]2[CH:24]=[C:23]3[N:25]=[C:26](Br)[N:27]=[C:22]3[CH:21]=[N:20]2)[O:15][N:14]=1.[O:31]1[CH:35]=[CH:34][CH:33]=[C:32]1B(O)O. (5) Given the product [CH3:17][O:18][C:19]1[CH:24]=[CH:23][CH:22]=[CH:21][C:20]=1[CH:11]([C:1]1[C:10]2[C:5](=[CH:6][CH:7]=[CH:8][CH:9]=2)[CH:4]=[CH:3][CH:2]=1)[CH:12]([C:13]#[N:14])[C:15]#[N:16], predict the reactants needed to synthesize it. The reactants are: [C:1]1([CH:11]=[C:12]([C:15]#[N:16])[C:13]#[N:14])[C:10]2[C:5](=[CH:6][CH:7]=[CH:8][CH:9]=2)[CH:4]=[CH:3][CH:2]=1.[CH3:17][O:18][C:19]1[CH:24]=[CH:23][CH:22]=[CH:21][C:20]=1[Mg]Br. (6) The reactants are: [Br:1][C:2]1[C:3]([CH2:15][CH3:16])=[C:4]([CH:8]=[C:9]2[CH2:14][CH2:13][NH:12][CH2:11][CH2:10]2)[CH:5]=[CH:6][CH:7]=1.C(=O)([O-])[O-].[K+].[K+].Br[CH2:24][C:25]([O:27][CH2:28][CH3:29])=[O:26]. Given the product [Br:1][C:2]1[C:3]([CH2:15][CH3:16])=[C:4]([CH:8]=[C:9]2[CH2:10][CH2:11][N:12]([CH2:24][C:25]([O:27][CH2:28][CH3:29])=[O:26])[CH2:13][CH2:14]2)[CH:5]=[CH:6][CH:7]=1, predict the reactants needed to synthesize it. (7) Given the product [F:13][C:14]1[C:19]([O:20][CH3:21])=[CH:18][C:17]([O:22][CH3:23])=[C:16]([F:24])[C:15]=1[N:25]1[CH2:26][C:27]2[CH:32]=[N:31][C:30]([NH:33][CH2:34][C:35]3[CH:36]=[CH:37][C:38]([O:41][CH3:42])=[CH:39][CH:40]=3)=[C:29]([CH3:43])[C:28]=2[N:44]([C:45]2[CH:50]=[CH:49][CH:48]=[CH:47][C:46]=2[F:51])[C:2]1=[O:4], predict the reactants needed to synthesize it. The reactants are: Cl[C:2](Cl)([O:4]C(=O)OC(Cl)(Cl)Cl)Cl.[F:13][C:14]1[C:19]([O:20][CH3:21])=[CH:18][C:17]([O:22][CH3:23])=[C:16]([F:24])[C:15]=1[NH:25][CH2:26][C:27]1[C:28]([NH:44][C:45]2[CH:50]=[CH:49][CH:48]=[CH:47][C:46]=2[F:51])=[C:29]([CH3:43])[C:30]([NH:33][CH2:34][C:35]2[CH:40]=[CH:39][C:38]([O:41][CH3:42])=[CH:37][CH:36]=2)=[N:31][CH:32]=1.C(N(CC)C(C)C)(C)C.[OH-].[Na+].